Dataset: Forward reaction prediction with 1.9M reactions from USPTO patents (1976-2016). Task: Predict the product of the given reaction. (1) Given the reactants I[C:2]1[CH:3]=[CH:4][C:5]([NH:8][C:9](=[O:15])[O:10][C:11]([CH3:14])([CH3:13])[CH3:12])=[N:6][CH:7]=1.CC1(C)C(C)(C)OB([C:24]2[CH:25]=[C:26]3[CH:32]=[CH:31][NH:30][C:27]3=[N:28][CH:29]=2)O1.C([O-])([O-])=O.[K+].[K+], predict the reaction product. The product is: [NH:30]1[C:27]2=[N:28][CH:29]=[C:24]([C:2]3[CH:3]=[CH:4][C:5]([NH:8][C:9](=[O:15])[O:10][C:11]([CH3:14])([CH3:13])[CH3:12])=[N:6][CH:7]=3)[CH:25]=[C:26]2[CH:32]=[CH:31]1. (2) The product is: [Cl:1][C:2]1[CH:7]=[CH:6][N:5]=[C:4]([CH2:8][NH:9][C:10]2[O:11][C:12]3[C:18]([O:19][CH3:20])=[CH:17][C:16]([C:21]([N:23]4[CH2:31][C@H:30]([O:32][CH:33]5[CH2:35][CH2:34]5)[CH2:29][C@H:24]4[C:25]([OH:27])=[O:26])=[O:22])=[CH:15][C:13]=3[N:14]=2)[CH:3]=1. Given the reactants [Cl:1][C:2]1[CH:7]=[CH:6][N:5]=[C:4]([CH2:8][NH:9][C:10]2[O:11][C:12]3[C:18]([O:19][CH3:20])=[CH:17][C:16]([C:21]([N:23]4[CH2:31][C@H:30]([O:32][CH:33]5[CH2:35][CH2:34]5)[CH2:29][C@H:24]4[C:25]([O:27]C)=[O:26])=[O:22])=[CH:15][C:13]=3[N:14]=2)[CH:3]=1.[OH-].[Li+].Cl, predict the reaction product.